Task: Regression. Given two drug SMILES strings and cell line genomic features, predict the synergy score measuring deviation from expected non-interaction effect.. Dataset: NCI-60 drug combinations with 297,098 pairs across 59 cell lines (1) Drug 1: CCCS(=O)(=O)NC1=C(C(=C(C=C1)F)C(=O)C2=CNC3=C2C=C(C=N3)C4=CC=C(C=C4)Cl)F. Drug 2: C(CC(=O)O)C(=O)CN.Cl. Cell line: UO-31. Synergy scores: CSS=7.41, Synergy_ZIP=-2.55, Synergy_Bliss=-0.511, Synergy_Loewe=-3.66, Synergy_HSA=-1.01. (2) Drug 1: CS(=O)(=O)C1=CC(=C(C=C1)C(=O)NC2=CC(=C(C=C2)Cl)C3=CC=CC=N3)Cl. Drug 2: C1C(C(OC1N2C=NC(=NC2=O)N)CO)O. Cell line: OVCAR-4. Synergy scores: CSS=7.73, Synergy_ZIP=-6.20, Synergy_Bliss=-5.12, Synergy_Loewe=-6.31, Synergy_HSA=-3.59. (3) Drug 1: CN1C(=O)N2C=NC(=C2N=N1)C(=O)N. Drug 2: CC=C1C(=O)NC(C(=O)OC2CC(=O)NC(C(=O)NC(CSSCCC=C2)C(=O)N1)C(C)C)C(C)C. Cell line: OVCAR3. Synergy scores: CSS=20.8, Synergy_ZIP=3.31, Synergy_Bliss=3.50, Synergy_Loewe=-32.2, Synergy_HSA=-5.33. (4) Drug 1: C1CCC(CC1)NC(=O)N(CCCl)N=O. Drug 2: CC1=CC2C(CCC3(C2CCC3(C(=O)C)OC(=O)C)C)C4(C1=CC(=O)CC4)C. Cell line: HCC-2998. Synergy scores: CSS=-2.05, Synergy_ZIP=-0.344, Synergy_Bliss=-3.94, Synergy_Loewe=-10.9, Synergy_HSA=-7.23.